Dataset: Reaction yield outcomes from USPTO patents with 853,638 reactions. Task: Predict the reaction yield, written as a fraction of the theoretical maximum amount of product (1.0 means a 100% yield; for example, 0.34 means a 34% yield). (1) The reactants are [CH2:1](N(CC)CC)C.[S:8](Cl)([CH3:11])(=[O:10])=[O:9].C[C@:14]1([C:21]([OH:23])=[O:22])[CH2:19][CH2:18][CH2:17][C@@H:16]([OH:20])[CH2:15]1. The catalyst is C(OCC)(=O)C. The product is [CH3:11][S:8]([O:20][C@@H:16]1[CH2:17][CH2:18][CH2:19][C@H:14]([C:21]([O:23][CH3:1])=[O:22])[CH2:15]1)(=[O:10])=[O:9]. The yield is 0.920. (2) The reactants are [NH2:1][CH2:2][CH2:3][CH:4]([O:8][CH2:9][CH3:10])[O:5][CH2:6][CH3:7].C(N(CC)CC)C.[C:18](Cl)(=[O:20])[CH3:19]. The catalyst is C(Cl)Cl. The product is [CH2:6]([O:5][CH:4]([O:8][CH2:9][CH3:10])[CH2:3][CH2:2][NH:1][C:18](=[O:20])[CH3:19])[CH3:7]. The yield is 0.950.